From a dataset of Catalyst prediction with 721,799 reactions and 888 catalyst types from USPTO. Predict which catalyst facilitates the given reaction. (1) Reactant: [Br:1][C:2]1[C:3]([O:18][CH3:19])=[CH:4][C:5]([O:16][CH3:17])=[C:6]([C:8](=[O:15])[CH2:9][C:10]([O:12][CH2:13][CH3:14])=[O:11])[CH:7]=1.CO[CH:22](OC)[N:23]([CH3:25])[CH3:24]. Product: [Br:1][C:2]1[C:3]([O:18][CH3:19])=[CH:4][C:5]([O:16][CH3:17])=[C:6]([CH:7]=1)[C:8]([C:9](=[CH:22][N:23]([CH3:25])[CH3:24])[C:10]([O:12][CH2:13][CH3:14])=[O:11])=[O:15]. The catalyst class is: 11. (2) Reactant: [ClH:1].Cl.[CH:3]([N:6]1[CH2:11][CH2:10][N:9]([C:12]([C:14]2[CH:19]=[CH:18][C:17]([CH2:20][N:21]3[CH2:26][CH2:25][O:24][CH2:23][CH2:22]3)=[CH:16][CH:15]=2)=[O:13])[CH2:8][CH2:7]1)([CH3:5])[CH3:4].O.CC(OC)(C)C. Product: [OH2:13].[ClH:1].[ClH:1].[CH:3]([N:6]1[CH2:11][CH2:10][N:9]([C:12]([C:14]2[CH:15]=[CH:16][C:17]([CH2:20][N:21]3[CH2:22][CH2:23][O:24][CH2:25][CH2:26]3)=[CH:18][CH:19]=2)=[O:13])[CH2:8][CH2:7]1)([CH3:5])[CH3:4]. The catalyst class is: 14. (3) Reactant: Cl.[OH:2][CH2:3][C:4]1[N:5]=[CH:6][NH:7][CH:8]=1.C(N(CC)CC)C.Cl[C:17]([C:30]1[CH:35]=[CH:34][CH:33]=[CH:32][CH:31]=1)([C:24]1[CH:29]=[CH:28][CH:27]=[CH:26][CH:25]=1)[C:18]1[CH:23]=[CH:22][CH:21]=[CH:20][CH:19]=1. Product: [C:18]1([C:17]([C:24]2[CH:25]=[CH:26][CH:27]=[CH:28][CH:29]=2)([C:30]2[CH:31]=[CH:32][CH:33]=[CH:34][CH:35]=2)[N:7]2[CH:8]=[C:4]([CH2:3][OH:2])[N:5]=[CH:6]2)[CH:19]=[CH:20][CH:21]=[CH:22][CH:23]=1. The catalyst class is: 3. (4) Reactant: [Cl:1][C:2]1[C:3]([C:19]2[C:27]3[C:22](=[CH:23][CH:24]=[CH:25][CH:26]=3)[NH:21][CH:20]=2)=[N:4][C:5]([NH:8][CH:9]2[CH2:14][N:13]([CH3:15])[CH2:12][CH:11]([C:16]([OH:18])=O)[CH2:10]2)=[N:6][CH:7]=1.[NH2:28][CH2:29][C:30]1[CH:35]=[CH:34][C:33]([NH:36][C:37](=[O:40])[CH:38]=[CH2:39])=[CH:32][CH:31]=1.CCN=C=NCCCN(C)C.C1C=CC2N(O)N=NC=2C=1.Cl. Product: [C:37]([NH:36][C:33]1[CH:34]=[CH:35][C:30]([CH2:29][NH:28][C:16]([CH:11]2[CH2:10][CH:9]([NH:8][C:5]3[N:4]=[C:3]([C:19]4[C:27]5[C:22](=[CH:23][CH:24]=[CH:25][CH:26]=5)[NH:21][CH:20]=4)[C:2]([Cl:1])=[CH:7][N:6]=3)[CH2:14][N:13]([CH3:15])[CH2:12]2)=[O:18])=[CH:31][CH:32]=1)(=[O:40])[CH:38]=[CH2:39]. The catalyst class is: 3. (5) Reactant: [CH2:1]([OH:10])[C@@H:2]([OH:9])[CH:3]([OH:8])[C@H:4]([OH:7])[CH2:5][OH:6].[CH:11](=O)[C:12]1[CH:17]=[CH:16][CH:15]=[CH:14][CH:13]=1.N. Product: [CH2:1]1[O:10][CH:11]([C:12]2[CH:17]=[CH:16][CH:15]=[CH:14][CH:13]=2)[O:8][C@H:3]([C@H:4]([OH:7])[CH2:5][OH:6])[C@@H:2]1[OH:9]. The catalyst class is: 11.